Task: Predict the product of the given reaction.. Dataset: Forward reaction prediction with 1.9M reactions from USPTO patents (1976-2016) Given the reactants [C:1]([OH:24])(=O)[CH2:2][CH2:3][CH2:4][CH2:5][CH2:6][CH2:7][CH2:8][CH2:9][CH2:10][CH2:11][CH2:12][CH2:13][CH2:14][CH2:15][CH2:16][CH2:17][CH2:18][CH2:19][CH2:20][CH2:21][CH3:22].S(Cl)([Cl:27])=O, predict the reaction product. The product is: [C:1]([Cl:27])(=[O:24])[CH2:2][CH2:3][CH2:4][CH2:5][CH2:6][CH2:7][CH2:8][CH2:9][CH2:10][CH2:11][CH2:12][CH2:13][CH2:14][CH2:15][CH2:16][CH2:17][CH2:18][CH2:19][CH2:20][CH2:21][CH3:22].